Task: Regression. Given a peptide amino acid sequence and an MHC pseudo amino acid sequence, predict their binding affinity value. This is MHC class II binding data.. Dataset: Peptide-MHC class II binding affinity with 134,281 pairs from IEDB The peptide sequence is VKFHTQAFSAHGSGR. The MHC is DRB1_1301 with pseudo-sequence DRB1_1301. The binding affinity (normalized) is 0.534.